Dataset: Forward reaction prediction with 1.9M reactions from USPTO patents (1976-2016). Task: Predict the product of the given reaction. (1) Given the reactants [Cl:1][C:2]1[C:3]([OH:17])=[C:4]([C:9]([CH:11]2[CH2:16][CH2:15][CH2:14][CH2:13][CH2:12]2)=[O:10])[CH:5]=[C:6]([OH:8])[CH:7]=1.Cl[Si:19]([CH:26]([CH3:28])[CH3:27])([CH:23]([CH3:25])[CH3:24])[CH:20]([CH3:22])[CH3:21], predict the reaction product. The product is: [CH:11]1([C:9]([C:4]2[CH:5]=[C:6]([O:8][Si:19]([CH:26]([CH3:28])[CH3:27])([CH:23]([CH3:25])[CH3:24])[CH:20]([CH3:22])[CH3:21])[CH:7]=[C:2]([Cl:1])[C:3]=2[OH:17])=[O:10])[CH2:16][CH2:15][CH2:14][CH2:13][CH2:12]1. (2) Given the reactants Cl[C:2](Cl)(Cl)[C:3]1[NH:7][C:6]2[CH:8]=[CH:9][CH:10]=[CH:11][C:5]=2[N:4]=1.[CH3:14][CH:15]([CH3:39])[CH2:16][NH:17][C@H:18]1[CH2:23][C@@H:22]([C:24]([N:26]2[CH2:31][CH2:30][O:29][CH2:28][CH2:27]2)=[O:25])[CH2:21][N:20]([C:32]([O:34][C:35]([CH3:38])([CH3:37])[CH3:36])=[O:33])[CH2:19]1.C(=O)([O-])[OH:41].[Na+], predict the reaction product. The product is: [NH:4]1[C:5]2[CH:11]=[CH:10][CH:9]=[CH:8][C:6]=2[N:7]=[C:3]1[C:2]([N:17]([CH2:16][CH:15]([CH3:39])[CH3:14])[C@H:18]1[CH2:23][C@@H:22]([C:24]([N:26]2[CH2:31][CH2:30][O:29][CH2:28][CH2:27]2)=[O:25])[CH2:21][N:20]([C:32]([O:34][C:35]([CH3:37])([CH3:36])[CH3:38])=[O:33])[CH2:19]1)=[O:41]. (3) Given the reactants [CH2:1]([O:8][CH2:9][C@@H:10]([OH:13])[CH2:11][CH3:12])[C:2]1[CH:7]=[CH:6][CH:5]=[CH:4][CH:3]=1.N1C=CN=C1.[CH3:19][C:20]([Si:23](Cl)([CH3:25])[CH3:24])([CH3:22])[CH3:21], predict the reaction product. The product is: [CH2:1]([O:8][CH2:9][C@@H:10]([O:13][Si:23]([C:20]([CH3:22])([CH3:21])[CH3:19])([CH3:25])[CH3:24])[CH2:11][CH3:12])[C:2]1[CH:7]=[CH:6][CH:5]=[CH:4][CH:3]=1.